Predict the product of the given reaction. From a dataset of Forward reaction prediction with 1.9M reactions from USPTO patents (1976-2016). (1) Given the reactants Br[C:2]1[CH:7]=[CH:6][C:5]([C:8]#[C:9][C:10]2[CH:19]=[CH:18][C:13]([O:14][CH2:15][CH2:16][OH:17])=[CH:12][CH:11]=2)=[C:4]([O:20][C:21]([F:24])([F:23])[F:22])[CH:3]=1.[C:25]([C:27]1[CH:39]=[CH:38][C:30]([O:31][CH2:32][CH2:33][CH2:34][CH2:35][CH2:36][OH:37])=[CH:29][CH:28]=1)#[CH:26], predict the reaction product. The product is: [OH:17][CH2:16][CH2:15][O:14][C:13]1[CH:18]=[CH:19][C:10]([C:9]#[C:8][C:5]2[CH:6]=[CH:7][C:2]([C:26]#[C:25][C:27]3[CH:39]=[CH:38][C:30]([O:31][CH2:32][CH2:33][CH2:34][CH2:35][CH2:36][OH:37])=[CH:29][CH:28]=3)=[CH:3][C:4]=2[O:20][C:21]([F:24])([F:23])[F:22])=[CH:11][CH:12]=1. (2) Given the reactants [C:1]([O-:4])(=[O:3])[CH3:2].[C:1]([O-:4])(=[O:3])[CH3:2].[C:1]([O-:4])(=[O:3])[CH3:2].[C:1]([O-:4])(=[O:3])[CH3:2].[Pb+4].[CH2:18]([O:25][CH2:26][C@@H:27](C(O)=O)[NH:28][C:29]([O:31][CH2:32][C:33]1[CH:38]=[C:37]([O:39][CH3:40])[CH:36]=[CH:35][C:34]=1[O:41][CH3:42])=[O:30])[C:19]1[CH:24]=[CH:23][CH:22]=[CH:21][CH:20]=1, predict the reaction product. The product is: [C:1]([O:4][CH:27]([NH:28][C:29]([O:31][CH2:32][C:33]1[CH:38]=[C:37]([O:39][CH3:40])[CH:36]=[CH:35][C:34]=1[O:41][CH3:42])=[O:30])[CH2:26][O:25][CH2:18][C:19]1[CH:20]=[CH:21][CH:22]=[CH:23][CH:24]=1)(=[O:3])[CH3:2]. (3) The product is: [CH3:4][N:5]1[C:13]2[C:8](=[N:9][C:10]([CH:20]([NH2:21])[CH3:1])=[C:11]([N:14]3[CH2:15][CH2:16][O:17][CH2:18][CH2:19]3)[CH:12]=2)[CH:7]=[CH:6]1. Given the reactants [CH3:1][Mg]Br.[CH3:4][N:5]1[C:13]2[C:8](=[N:9][C:10]([C:20]#[N:21])=[C:11]([N:14]3[CH2:19][CH2:18][O:17][CH2:16][CH2:15]3)[CH:12]=2)[CH:7]=[CH:6]1.[BH4-].[Na+], predict the reaction product.